This data is from Peptide-MHC class I binding affinity with 185,985 pairs from IEDB/IMGT. The task is: Regression. Given a peptide amino acid sequence and an MHC pseudo amino acid sequence, predict their binding affinity value. This is MHC class I binding data. (1) The peptide sequence is SDDQLRLLK. The MHC is HLA-A03:01 with pseudo-sequence HLA-A03:01. The binding affinity (normalized) is 0.0847. (2) The peptide sequence is MSDIFASEV. The MHC is HLA-B57:01 with pseudo-sequence HLA-B57:01. The binding affinity (normalized) is 0.0847. (3) The peptide sequence is SHYSHNPKL. The MHC is HLA-B15:17 with pseudo-sequence HLA-B15:17. The binding affinity (normalized) is 0.376. (4) The peptide sequence is LDYLRQAGL. The MHC is H-2-Db with pseudo-sequence H-2-Db. The binding affinity (normalized) is 0. (5) The peptide sequence is KIGEVIGPK. The binding affinity (normalized) is 0.284. The MHC is HLA-A68:02 with pseudo-sequence HLA-A68:02. (6) The peptide sequence is LTEIASLPTY. The MHC is HLA-A26:01 with pseudo-sequence HLA-A26:01. The binding affinity (normalized) is 0.371. (7) The peptide sequence is EIAQHGAWY. The MHC is HLA-B39:01 with pseudo-sequence HLA-B39:01. The binding affinity (normalized) is 0.0847. (8) The peptide sequence is YLRKHIRAL. The MHC is HLA-C14:02 with pseudo-sequence HLA-C14:02. The binding affinity (normalized) is 0.574.